This data is from Catalyst prediction with 721,799 reactions and 888 catalyst types from USPTO. The task is: Predict which catalyst facilitates the given reaction. (1) Reactant: [CH3:1][C:2]1(Br)[CH2:4][CH2:3]1.[CH2:6]([NH:13][C:14](=[O:36])[N:15]([C:17]1[CH:18]=[C:19]([C:23]2[CH:28]=[CH:27][C:26]([CH2:29][CH2:30][C:31]([O:33][CH3:34])=[O:32])=[CH:25][C:24]=2[OH:35])[CH:20]=[CH:21][CH:22]=1)[CH3:16])[CH2:7][CH2:8][CH2:9][CH2:10][CH2:11][CH3:12].C(=O)([O-])[O-].[K+].[K+]. Product: [CH:4]1([CH2:3][O:35][C:24]2[CH:25]=[C:26]([CH2:29][CH2:30][C:31]([O:33][CH3:34])=[O:32])[CH:27]=[CH:28][C:23]=2[C:19]2[CH:20]=[CH:21][CH:22]=[C:17]([N:15]([CH3:16])[C:14]([NH:13][CH2:6][CH2:7][CH2:8][CH2:9][CH2:10][CH2:11][CH3:12])=[O:36])[CH:18]=2)[CH2:2][CH2:1]1. The catalyst class is: 311. (2) Reactant: CN(C=O)C.[I:6][C:7]1[CH:12]=[C:11]([O:13][CH3:14])[N:10]=[CH:9][C:8]=1[CH2:15][OH:16].N1C=CN=C1.Cl[Si:23]([CH:30]([CH3:32])[CH3:31])([CH:27]([CH3:29])[CH3:28])[CH:24]([CH3:26])[CH3:25]. Product: [I:6][C:7]1[C:8]([CH2:15][O:16][Si:23]([CH:30]([CH3:32])[CH3:31])([CH:27]([CH3:29])[CH3:28])[CH:24]([CH3:26])[CH3:25])=[CH:9][N:10]=[C:11]([O:13][CH3:14])[CH:12]=1. The catalyst class is: 28. (3) Reactant: C(OC([N:8]1[CH2:17][CH2:16][C:15]2[C:10](=[CH:11][CH:12]=[CH:13][C:14]=2[NH:18][CH2:19][C:20](=[O:34])[N:21]([CH2:27][C:28]2[CH:33]=[CH:32][CH:31]=[CH:30][CH:29]=2)[CH2:22][CH2:23][N:24]([CH3:26])[CH3:25])[CH2:9]1)=O)(C)(C)C.[ClH:35]. Product: [ClH:35].[ClH:35].[CH2:27]([N:21]([CH2:22][CH2:23][N:24]([CH3:26])[CH3:25])[C:20](=[O:34])[CH2:19][NH:18][C:14]1[CH:13]=[CH:12][CH:11]=[C:10]2[C:15]=1[CH2:16][CH2:17][NH:8][CH2:9]2)[C:28]1[CH:33]=[CH:32][CH:31]=[CH:30][CH:29]=1. The catalyst class is: 135. (4) Reactant: C(OC([N:8]1[CH2:11][C:10]([O:13][C:14]2[CH:19]=[C:18]([Br:20])[CH:17]=[CH:16][C:15]=2[O:21][CH2:22][CH2:23][C:24]2[CH:29]=[CH:28][CH:27]=[CH:26][CH:25]=2)([CH3:12])[CH2:9]1)=O)(C)(C)C.C(OC(N1CC(OC2C=C(Br)C=CC=2O)(C)C1)=O)(C)(C)C.BrCCC1C=CC=CC=1.C([O-])([O-])=O.[Cs+].[Cs+]. Product: [Br:20][C:18]1[CH:17]=[CH:16][C:15]([O:21][CH2:22][CH2:23][C:24]2[CH:25]=[CH:26][CH:27]=[CH:28][CH:29]=2)=[C:14]([CH:19]=1)[O:13][C:10]1([CH3:12])[CH2:11][NH:8][CH2:9]1. The catalyst class is: 18. (5) Product: [C:1]([O:4][C@H:5]1[O:51][C@@H:50]([CH2:52][O:53][C:54](=[O:56])[CH3:55])[C@@H:45]([O:46][C:47](=[O:49])[CH3:48])[C@H:40]([O:41][C:42](=[O:44])[CH3:43])[C@@H:6]1[O:7][C@H:8]1[O:34][C@H:33]([CH2:35][O:36][C:37](=[O:39])[CH3:38])[C@@H:28]([O:29][C:30](=[O:32])[CH3:31])[C@H:23]([O:24][C:25](=[O:27])[CH3:26])[C@@H:9]1[O:10][C:11](=[O:22])[NH:12][CH3:13])(=[O:3])[CH3:2]. The catalyst class is: 1. Reactant: [C:1]([O:4][C@H:5]1[O:51][C@@H:50]([CH2:52][O:53][C:54](=[O:56])[CH3:55])[C@@H:45]([O:46][C:47](=[O:49])[CH3:48])[C@H:40]([O:41][C:42](=[O:44])[CH3:43])[C@@H:6]1[O:7][C@H:8]1[O:34][C@H:33]([CH2:35][O:36][C:37](=[O:39])[CH3:38])[C@@H:28]([O:29][C:30](=[O:32])[CH3:31])[C@H:23]([O:24][C:25](=[O:27])[CH3:26])[C@@H:9]1[O:10][C:11](=[O:22])[NH:12][C:13]1C=CC([N+]([O-])=O)=CC=1)(=[O:3])[CH3:2].CN. (6) Reactant: [F:1][C:2]([F:44])([F:43])[C:3]1[CH:8]=[CH:7][C:6]([C:9]2[CH:14]=[CH:13][CH:12]=[CH:11][C:10]=2[C:15]([NH:17][C:18]2[CH:42]=[CH:41][C:21]([C:22]([NH:24][CH2:25][CH2:26][C:27]3[N:32]=[C:31]([NH:33]C(=O)OC(C)(C)C)[CH:30]=[CH:29][CH:28]=3)=[O:23])=[CH:20][CH:19]=2)=[O:16])=[CH:5][CH:4]=1.FC(F)(F)C(O)=O. Product: [NH2:33][C:31]1[N:32]=[C:27]([CH2:26][CH2:25][NH:24][C:22]([C:21]2[CH:20]=[CH:19][C:18]([NH:17][C:15]([C:10]3[C:9]([C:6]4[CH:5]=[CH:4][C:3]([C:2]([F:44])([F:1])[F:43])=[CH:8][CH:7]=4)=[CH:14][CH:13]=[CH:12][CH:11]=3)=[O:16])=[CH:42][CH:41]=2)=[O:23])[CH:28]=[CH:29][CH:30]=1. The catalyst class is: 4. (7) Product: [N:1]1([CH:7]([C:9]2[CH:14]=[CH:13][C:12]([C:15]3[CH:20]=[CH:19][C:18]([O:21][CH3:22])=[CH:17][CH:16]=3)=[CH:11][N:10]=2)[CH3:8])[CH:5]=[CH:4][N:3]=[CH:2]1. Reactant: [NH:1]1[CH:5]=[CH:4][N:3]=[CH:2]1.Br[CH:7]([C:9]1[CH:14]=[CH:13][C:12]([C:15]2[CH:20]=[CH:19][C:18]([O:21][CH3:22])=[CH:17][CH:16]=2)=[CH:11][N:10]=1)[CH3:8].C([O-])([O-])=O.[K+].[K+]. The catalyst class is: 18.